This data is from Full USPTO retrosynthesis dataset with 1.9M reactions from patents (1976-2016). The task is: Predict the reactants needed to synthesize the given product. Given the product [Cl:1][C:2]1[N:7]=[C:6]([N:8]([CH3:23])[C:9]2[C:13]([CH3:14])=[C:12]([CH3:15])[N:11]([C:16]([O:18][C:19]([CH3:22])([CH3:21])[CH3:20])=[O:17])[N:10]=2)[CH:5]=[CH:4][N:3]=1, predict the reactants needed to synthesize it. The reactants are: [Cl:1][C:2]1[N:7]=[C:6]([NH:8][C:9]2[C:13]([CH3:14])=[C:12]([CH3:15])[N:11]([C:16]([O:18][C:19]([CH3:22])([CH3:21])[CH3:20])=[O:17])[N:10]=2)[CH:5]=[CH:4][N:3]=1.[C:23](=O)([O-])[O-].[K+].[K+].IC.